This data is from Full USPTO retrosynthesis dataset with 1.9M reactions from patents (1976-2016). The task is: Predict the reactants needed to synthesize the given product. Given the product [S:46]1[CH:47]=[CH:48][N:49]=[C:45]1[NH:44][C:41]([C:33]1[C:32]2[C:36](=[CH:37][C:29]([Br:28])=[CH:30][CH:31]=2)[N:35]([CH:38]([CH3:39])[CH3:40])[CH:34]=1)=[O:43], predict the reactants needed to synthesize it. The reactants are: C1(P(C2C=CC=CC=2)C2C=CC=CC=2)C=CC=CC=1.BrN1C(=O)CCC1=O.[Br:28][C:29]1[CH:37]=[C:36]2[C:32]([C:33]([C:41]([OH:43])=O)=[CH:34][N:35]2[CH:38]([CH3:40])[CH3:39])=[CH:31][CH:30]=1.[NH2:44][C:45]1[S:46][CH:47]=[CH:48][N:49]=1.